This data is from Forward reaction prediction with 1.9M reactions from USPTO patents (1976-2016). The task is: Predict the product of the given reaction. (1) Given the reactants Cl[C:2]1[N:11]=[C:10]([NH:12][CH2:13][CH:14]([C:21]2[CH:26]=[CH:25][CH:24]=[CH:23][CH:22]=2)[C:15]2[CH:20]=[CH:19][CH:18]=[CH:17][CH:16]=2)[C:9]2[C:4](=[CH:5][CH:6]=[CH:7][CH:8]=2)[N:3]=1.[CH3:27][NH:28][C:29]1[N:34]=[CH:33][C:32](B2OC(C)(C)C(C)(C)O2)=[CH:31][N:30]=1.C(NC1C2C(=CC=CC=2)N=C(C2SC3C=CC=CC=3C=2)N=1)(C1C=CC=CC=1)C1C=CC=CC=1, predict the reaction product. The product is: [C:15]1([CH:14]([C:21]2[CH:26]=[CH:25][CH:24]=[CH:23][CH:22]=2)[CH2:13][NH:12][C:10]2[C:9]3[C:4](=[CH:5][CH:6]=[CH:7][CH:8]=3)[N:3]=[C:2]([C:32]3[CH:31]=[N:30][C:29]([NH:28][CH3:27])=[N:34][CH:33]=3)[N:11]=2)[CH:20]=[CH:19][CH:18]=[CH:17][CH:16]=1. (2) Given the reactants [F:1][C:2]1[CH:3]=[C:4]([O:19][CH2:20][CH2:21][O:22][CH3:23])[C:5]([O:14][CH2:15][CH2:16][O:17][CH3:18])=[C:6]([CH:8]([C:11](=O)[CH3:12])[C:9]#[N:10])[CH:7]=1.Cl.Cl.[NH2:26][NH2:27].C(=O)(O)[O-].[Na+], predict the reaction product. The product is: [F:1][C:2]1[CH:3]=[C:4]([O:19][CH2:20][CH2:21][O:22][CH3:23])[C:5]([O:14][CH2:15][CH2:16][O:17][CH3:18])=[C:6]([C:8]2[C:11]([CH3:12])=[N:26][NH:27][C:9]=2[NH2:10])[CH:7]=1. (3) Given the reactants [C:1]1(B(O)O)[C:10]2[C:5](=[CH:6][CH:7]=[CH:8][CH:9]=2)[CH:4]=[CH:3][CH:2]=1.[Cl:14][C:15]1[CH:16]=[C:17]([CH2:21][N:22]2[CH:26]=[CH:25][N:24]=[C:23]2[CH3:27])[N:18]=[N:19][CH:20]=1, predict the reaction product. The product is: [ClH:14].[CH3:27][C:23]1[N:22]([CH2:21][C:17]2[N:18]=[N:19][CH:20]=[C:15]([C:1]3[C:10]4[C:5](=[CH:6][CH:7]=[CH:8][CH:9]=4)[CH:4]=[CH:3][CH:2]=3)[CH:16]=2)[CH:26]=[CH:25][N:24]=1. (4) Given the reactants Cl[CH2:2][CH2:3][C:4]([F:7])([F:6])[F:5].[Cl:8][SiH:9]([Cl:11])[Cl:10], predict the reaction product. The product is: [F:5][C:4]([F:7])([F:6])[CH2:3][CH2:2][Si:9]([Cl:11])([Cl:10])[Cl:8].